Dataset: Forward reaction prediction with 1.9M reactions from USPTO patents (1976-2016). Task: Predict the product of the given reaction. (1) Given the reactants [H-].[Al+3].[Li+].[H-].[H-].[H-].C(OCC)(=O)C.[CH3:13][O:14][C:15]1[CH:20]=[CH:19][C:18]([C:21]2([CH3:28])[NH:26][C:25](=O)[CH2:24][O:23][CH2:22]2)=[CH:17][CH:16]=1.[C-:29]#[N:30].[K+], predict the reaction product. The product is: [CH3:13][O:14][C:15]1[CH:20]=[CH:19][C:18]([C:21]2([CH3:28])[NH:26][CH:25]([C:29]#[N:30])[CH2:24][O:23][CH2:22]2)=[CH:17][CH:16]=1. (2) Given the reactants [Si:1]([O:8][CH:9]1[CH2:14][CH2:13][N:12]([C:15]([C:28]2[CH:33]=[CH:32][CH:31]=[CH:30][CH:29]=2)([C:22]2[CH:27]=[CH:26][CH:25]=[CH:24][CH:23]=2)[C:16]2[CH:21]=[CH:20][CH:19]=[CH:18][CH:17]=2)[CH2:11]/[C:10]/1=[CH:34]/[CH2:35]O)([C:4]([CH3:7])([CH3:6])[CH3:5])([CH3:3])[CH3:2].C(P(CCCC)CCCC)CCC.CC(C)(O)[C:52]#[N:53].N(C(N(C)C)=O)=NC(N(C)C)=O, predict the reaction product. The product is: [Si:1]([O:8][CH:9]1[CH2:14][CH2:13][N:12]([C:15]([C:28]2[CH:29]=[CH:30][CH:31]=[CH:32][CH:33]=2)([C:16]2[CH:21]=[CH:20][CH:19]=[CH:18][CH:17]=2)[C:22]2[CH:23]=[CH:24][CH:25]=[CH:26][CH:27]=2)[CH2:11]/[C:10]/1=[CH:34]/[CH2:35][C:52]#[N:53])([C:4]([CH3:5])([CH3:7])[CH3:6])([CH3:3])[CH3:2]. (3) Given the reactants [F:1][CH:2]([F:29])[CH2:3][O:4][C:5]1[CH:10]=[CH:9][CH:8]=[CH:7][C:6]=1[C:11](=[O:28])[CH2:12][CH2:13][C:14]1[N:15]=[C:16]([C:19]2[CH:24]=[CH:23][C:22]([O:25][CH3:26])=[C:21]([OH:27])[CH:20]=2)[O:17][CH:18]=1.Br[CH:31]([CH3:33])[CH3:32], predict the reaction product. The product is: [F:29][CH:2]([F:1])[CH2:3][O:4][C:5]1[CH:10]=[CH:9][CH:8]=[CH:7][C:6]=1[C:11](=[O:28])[CH2:12][CH2:13][C:14]1[N:15]=[C:16]([C:19]2[CH:24]=[CH:23][C:22]([O:25][CH3:26])=[C:21]([O:27][CH:31]([CH3:33])[CH3:32])[CH:20]=2)[O:17][CH:18]=1. (4) Given the reactants [CH:1]1([C:6](Cl)=[O:7])[CH2:5][CH2:4][CH2:3][CH2:2]1.[Cl-].[Al+3].[Cl-].[Cl-].[CH2:13]([O:15][C:16]([C:18]1[NH:19][CH:20]=[CH:21][CH:22]=1)=[O:17])[CH3:14], predict the reaction product. The product is: [CH2:13]([O:15][C:16]([C:18]1[NH:19][CH:20]=[C:21]([C:6]([CH:1]2[CH2:5][CH2:4][CH2:3][CH2:2]2)=[O:7])[CH:22]=1)=[O:17])[CH3:14]. (5) Given the reactants [Br:1][C:2]1[CH:3]=[C:4]([NH:13][CH:14]([CH2:16][CH3:17])[CH3:15])[C:5]([CH3:12])=[C:6]([CH:11]=1)[C:7]([O:9]C)=[O:8].[Li+].[OH-], predict the reaction product. The product is: [Br:1][C:2]1[CH:3]=[C:4]([NH:13][CH:14]([CH2:16][CH3:17])[CH3:15])[C:5]([CH3:12])=[C:6]([CH:11]=1)[C:7]([OH:9])=[O:8].